Dataset: Full USPTO retrosynthesis dataset with 1.9M reactions from patents (1976-2016). Task: Predict the reactants needed to synthesize the given product. The reactants are: [NH:1]1[CH2:4][CH:3]([C:5]2[N:6]([CH3:31])[C:7]3[C:12]([N:13]=2)=[C:11]([N:14]2[CH2:19][CH2:18][O:17][CH2:16][CH2:15]2)[N:10]=[C:9]([N:20]2[C:24]4[CH:25]=[CH:26][CH:27]=[CH:28][C:23]=4[N:22]=[C:21]2[CH2:29][CH3:30])[N:8]=3)[CH2:2]1.[O:32]1[CH2:37][CH2:36][C:35](=O)[CH2:34][CH2:33]1.C(O[BH-](OC(=O)C)OC(=O)C)(=O)C.[Na+]. Given the product [CH2:29]([C:21]1[N:20]([C:9]2[N:8]=[C:7]3[C:12]([N:13]=[C:5]([CH:3]4[CH2:2][N:1]([CH:35]5[CH2:36][CH2:37][O:32][CH2:33][CH2:34]5)[CH2:4]4)[N:6]3[CH3:31])=[C:11]([N:14]3[CH2:15][CH2:16][O:17][CH2:18][CH2:19]3)[N:10]=2)[C:24]2[CH:25]=[CH:26][CH:27]=[CH:28][C:23]=2[N:22]=1)[CH3:30], predict the reactants needed to synthesize it.